From a dataset of Full USPTO retrosynthesis dataset with 1.9M reactions from patents (1976-2016). Predict the reactants needed to synthesize the given product. (1) Given the product [N:1]1([C:6]2[N:11]=[CH:10][C:9]([C:12]([OH:14])=[O:13])=[C:8]([C:16]([F:19])([F:17])[F:18])[CH:7]=2)[CH2:5][CH2:4][CH2:3][CH2:2]1, predict the reactants needed to synthesize it. The reactants are: [N:1]1([C:6]2[N:11]=[CH:10][C:9]([C:12]([O:14]C)=[O:13])=[C:8]([C:16]([F:19])([F:18])[F:17])[CH:7]=2)[CH2:5][CH2:4][CH2:3][CH2:2]1.[OH-].[K+]. (2) Given the product [Br:30][C:31]1[CH:32]=[CH:33][C:34]([F:43])=[C:35]2[C:40]=1[N:39]=[C:38]([CH:41]=[CH:2][O:3][CH3:4])[CH:37]=[CH:36]2, predict the reactants needed to synthesize it. The reactants are: [Cl-].[CH3:2][O:3][CH2:4][P+](C1C=CC=CC=1)(C1C=CC=CC=1)C1C=CC=CC=1.CC([O-])(C)C.[K+].[Br:30][C:31]1[CH:32]=[CH:33][C:34]([F:43])=[C:35]2[C:40]=1[N:39]=[C:38]([CH:41]=O)[CH:37]=[CH:36]2. (3) Given the product [O:8]1[CH2:9][CH2:10][O:11][CH:7]1[C:5]1[S:6][C:2]([C:18]2[CH:19]=[C:20]3[C:15](=[CH:16][CH:17]=2)[C:14](=[O:32])[N:13]([CH3:12])[CH2:22][CH2:21]3)=[CH:3][CH:4]=1, predict the reactants needed to synthesize it. The reactants are: Br[C:2]1[S:6][C:5]([CH:7]2[O:11][CH2:10][CH2:9][O:8]2)=[CH:4][CH:3]=1.[CH3:12][N:13]1[CH2:22][CH2:21][C:20]2[C:15](=[CH:16][CH:17]=[C:18](B3OC(C)(C)C(C)(C)O3)[CH:19]=2)[C:14]1=[O:32]. (4) Given the product [C:6]1([CH2:22][O:23][C@@H:24]2[C@H:28]([OH:29])[C@@H:27]([CH2:30][OH:31])[O:26][C@H:25]2[N:32]2[C:42]3[N:41]=[C:39]([NH:40][C:43](=[O:47])[CH:44]([CH3:46])[CH3:45])[NH:38][C:36](=[O:37])[C:35]=3[N:34]=[CH:33]2)[C:19]2[C:20]3=[C:21]4[C:16](=[CH:17][CH:18]=2)[CH:15]=[CH:14][CH:13]=[C:12]4[CH:11]=[CH:10][C:9]3=[CH:8][CH:7]=1, predict the reactants needed to synthesize it. The reactants are: C[Si](Cl)(C)C.[C:6]1([CH2:22][O:23][C@@H:24]2[C@H:28]([OH:29])[C@@H:27]([CH2:30][OH:31])[O:26][C@H:25]2[N:32]2[C:42]3[N:41]=[C:39]([NH2:40])[NH:38][C:36](=[O:37])[C:35]=3[N:34]=[CH:33]2)[C:19]2[C:20]3=[C:21]4[C:16](=[CH:17][CH:18]=2)[CH:15]=[CH:14][CH:13]=[C:12]4[CH:11]=[CH:10][C:9]3=[CH:8][CH:7]=1.[C:43](Cl)(=[O:47])[CH:44]([CH3:46])[CH3:45].N. (5) Given the product [F:5][C:6]1[CH:7]=[CH:8][C:9]([C:12]([C:14]2[CH:15]=[CH:16][CH:17]=[CH:18][CH:19]=2)([OH:13])[C:1]#[CH:2])=[CH:10][CH:11]=1, predict the reactants needed to synthesize it. The reactants are: [C:1]([Mg]Br)#[CH:2].[F:5][C:6]1[CH:11]=[CH:10][C:9]([C:12]([C:14]2[CH:19]=[CH:18][CH:17]=[CH:16][CH:15]=2)=[O:13])=[CH:8][CH:7]=1.